From a dataset of NCI-60 drug combinations with 297,098 pairs across 59 cell lines. Regression. Given two drug SMILES strings and cell line genomic features, predict the synergy score measuring deviation from expected non-interaction effect. (1) Drug 1: C1=CC(=CC=C1CCC2=CNC3=C2C(=O)NC(=N3)N)C(=O)NC(CCC(=O)O)C(=O)O. Drug 2: C1C(C(OC1N2C=C(C(=O)NC2=O)F)CO)O. Cell line: OVCAR3. Synergy scores: CSS=42.8, Synergy_ZIP=-1.47, Synergy_Bliss=-1.63, Synergy_Loewe=0.649, Synergy_HSA=3.54. (2) Drug 1: CN(C)C1=NC(=NC(=N1)N(C)C)N(C)C. Synergy scores: CSS=-2.10, Synergy_ZIP=0.504, Synergy_Bliss=3.50, Synergy_Loewe=-6.45, Synergy_HSA=-1.43. Cell line: A498. Drug 2: C1=NC(=NC(=O)N1C2C(C(C(O2)CO)O)O)N. (3) Drug 1: C1=NC2=C(N1)C(=S)N=C(N2)N. Drug 2: CC1CCC2CC(C(=CC=CC=CC(CC(C(=O)C(C(C(=CC(C(=O)CC(OC(=O)C3CCCCN3C(=O)C(=O)C1(O2)O)C(C)CC4CCC(C(C4)OC)OCCO)C)C)O)OC)C)C)C)OC. Cell line: PC-3. Synergy scores: CSS=39.3, Synergy_ZIP=-4.45, Synergy_Bliss=-2.63, Synergy_Loewe=-5.26, Synergy_HSA=1.82. (4) Drug 1: CC1C(C(CC(O1)OC2CC(OC(C2O)C)OC3=CC4=CC5=C(C(=O)C(C(C5)C(C(=O)C(C(C)O)O)OC)OC6CC(C(C(O6)C)O)OC7CC(C(C(O7)C)O)OC8CC(C(C(O8)C)O)(C)O)C(=C4C(=C3C)O)O)O)O. Drug 2: C1=NNC2=C1C(=O)NC=N2. Cell line: NCI/ADR-RES. Synergy scores: CSS=5.35, Synergy_ZIP=-1.64, Synergy_Bliss=2.61, Synergy_Loewe=0.251, Synergy_HSA=1.89. (5) Drug 1: CCC(=C(C1=CC=CC=C1)C2=CC=C(C=C2)OCCN(C)C)C3=CC=CC=C3.C(C(=O)O)C(CC(=O)O)(C(=O)O)O. Drug 2: CC1C(C(CC(O1)OC2CC(OC(C2O)C)OC3=CC4=CC5=C(C(=O)C(C(C5)C(C(=O)C(C(C)O)O)OC)OC6CC(C(C(O6)C)O)OC7CC(C(C(O7)C)O)OC8CC(C(C(O8)C)O)(C)O)C(=C4C(=C3C)O)O)O)O. Cell line: SK-MEL-2. Synergy scores: CSS=44.2, Synergy_ZIP=10.5, Synergy_Bliss=9.83, Synergy_Loewe=-11.1, Synergy_HSA=7.43.